From a dataset of Forward reaction prediction with 1.9M reactions from USPTO patents (1976-2016). Predict the product of the given reaction. (1) Given the reactants CCC(C)[BH-](C(C)CC)C(C)CC.[Li+].[C:15]([O:19][C:20]([N:22]1[CH2:27][CH:26]([F:28])[C:25](=[O:29])[C:24]([CH3:31])([CH3:30])[CH2:23]1)=[O:21])([CH3:18])([CH3:17])[CH3:16], predict the reaction product. The product is: [C:15]([O:19][C:20]([N:22]1[CH2:27][C@H:26]([F:28])[C@H:25]([OH:29])[C:24]([CH3:31])([CH3:30])[CH2:23]1)=[O:21])([CH3:18])([CH3:16])[CH3:17]. (2) Given the reactants C(=O)([O-])[O-].[K+].[K+].[CH2:7](Br)[C:8]1[CH:13]=[CH:12][CH:11]=[CH:10][CH:9]=1.[OH:15][C:16]1[CH:21]=[C:20]([OH:22])[CH:19]=[CH:18][C:17]=1[C:23](=[O:25])[CH3:24], predict the reaction product. The product is: [CH2:7]([O:22][C:20]1[CH:19]=[CH:18][C:17]([C:23](=[O:25])[CH3:24])=[C:16]([OH:15])[CH:21]=1)[C:8]1[CH:13]=[CH:12][CH:11]=[CH:10][CH:9]=1. (3) Given the reactants [CH3:1][NH:2][CH2:3][C:4]1[CH:9]=[CH:8][C:7]([C:10]([N:12]2[CH2:18][C:17]3([CH3:20])[CH2:19][CH:13]2[CH2:14][C:15]([CH3:22])([CH3:21])[CH2:16]3)=[O:11])=[CH:6][CH:5]=1.[F:23][C:24]([F:31])([F:30])[CH2:25][S:26](Cl)(=[O:28])=[O:27], predict the reaction product. The product is: [CH3:1][N:2]([CH2:3][C:4]1[CH:9]=[CH:8][C:7]([C:10]([N:12]2[CH2:18][C:17]3([CH3:20])[CH2:19][CH:13]2[CH2:14][C:15]([CH3:22])([CH3:21])[CH2:16]3)=[O:11])=[CH:6][CH:5]=1)[S:26]([CH2:25][C:24]([F:31])([F:30])[F:23])(=[O:28])=[O:27]. (4) Given the reactants C([N:14]1[CH2:17][CH:16]([O:18][CH:19]([C:27]2[CH:32]=[CH:31][C:30]([Br:33])=[CH:29][CH:28]=2)[C:20]2[CH:25]=[CH:24][C:23]([Br:26])=[CH:22][CH:21]=2)[CH2:15]1)(C1C=CC=CC=1)C1C=CC=CC=1.Cl.[Cl:35]C1C=CC=CC=1C(OC1CNC1)C1C=CC(Cl)=CC=1, predict the reaction product. The product is: [ClH:35].[Br:26][C:23]1[CH:24]=[CH:25][C:20]([CH:19]([O:18][CH:16]2[CH2:17][NH:14][CH2:15]2)[C:27]2[CH:28]=[CH:29][C:30]([Br:33])=[CH:31][CH:32]=2)=[CH:21][CH:22]=1. (5) The product is: [C:20]12([CH:30]=[C:3]([C:4]3[CH:5]=[CH:6][CH:7]=[CH:8][CH:9]=3)[C:1]#[N:2])[CH2:21][CH:22]3[CH2:28][CH:26]([CH2:25][CH:24]([CH2:23]3)[CH2:29]1)[CH2:27]2. Given the reactants [C:1]([CH:3](P(=O)(OCC)OCC)[C:4]1[CH:9]=[CH:8][CH:7]=[CH:6][CH:5]=1)#[N:2].[H-].[Na+].[C:20]12([CH:30]=O)[CH2:29][CH:24]3[CH2:25][CH:26]([CH2:28][CH:22]([CH2:23]3)[CH2:21]1)[CH2:27]2.O, predict the reaction product. (6) The product is: [CH:20]([C:22]1[CH:27]=[CH:26][C:25]([C:2]2[C:3]([C:14]3[CH:19]=[CH:18][CH:17]=[CH:16][CH:15]=3)=[CH:4][C:5]3[CH:10]=[N:9][C:8]([C:11]#[N:12])=[N:7][C:6]=3[N:13]=2)=[CH:24][CH:23]=1)=[O:21]. Given the reactants Cl[C:2]1[C:3]([C:14]2[CH:19]=[CH:18][CH:17]=[CH:16][CH:15]=2)=[CH:4][C:5]2[CH:10]=[N:9][C:8]([C:11]#[N:12])=[N:7][C:6]=2[N:13]=1.[CH:20]([C:22]1[CH:27]=[CH:26][C:25](B(O)O)=[CH:24][CH:23]=1)=[O:21].C(=O)([O-])[O-].[Cs+].[Cs+], predict the reaction product. (7) Given the reactants C1(P(C2C=CC=CC=2)C2C=CC=CC=2)C=CC=CC=1.[C:20]([Cl:24])(Cl)(Cl)Cl.[CH3:25][O:26][C:27](=[O:37])[C:28]1[C:33](CO)=[C:32]([Cl:36])[CH:31]=[N:30][CH:29]=1, predict the reaction product. The product is: [CH3:25][O:26][C:27](=[O:37])[C:28]1[C:33]([CH2:32][Cl:36])=[C:20]([Cl:24])[CH:31]=[N:30][CH:29]=1.